Dataset: Catalyst prediction with 721,799 reactions and 888 catalyst types from USPTO. Task: Predict which catalyst facilitates the given reaction. (1) The catalyst class is: 2. Product: [CH3:29][N:28]([C:11]1[CH:12]=[CH:13][C:14]([NH:17][C:18]([NH:20][C:21]2[CH:22]=[CH:23][CH:24]=[CH:25][CH:26]=2)=[O:19])=[CH:15][CH:16]=1)[S:6]([C:4]1[CH:3]=[N:2][NH:1][CH:5]=1)(=[O:8])=[O:7]. Reactant: [NH:1]1[CH:5]=[C:4]([S:6](Cl)(=[O:8])=[O:7])[CH:3]=[N:2]1.C[C:11]1[CH:16]=[CH:15][C:14]([NH:17][C:18]([NH:20][C:21]2[CH:26]=[CH:25][CH:24]=[CH:23][CH:22]=2)=[O:19])=[C:13](N)[CH:12]=1.[N:28]1C=CC=C[CH:29]=1. (2) Reactant: [C:1]([C:3]1[CH:8]=[CH:7][C:6]([CH2:9][C:10]([NH:12][CH:13]2[CH2:18][CH2:17][N:16]([CH:19]([CH3:22])[CH2:20]O)[CH2:15][CH2:14]2)=[O:11])=[CH:5][CH:4]=1)#[N:2].S(Cl)([Cl:25])=O. Product: [Cl:25][CH2:20][CH:19]([N:16]1[CH2:17][CH2:18][CH:13]([NH:12][C:10](=[O:11])[CH2:9][C:6]2[CH:7]=[CH:8][C:3]([C:1]#[N:2])=[CH:4][CH:5]=2)[CH2:14][CH2:15]1)[CH3:22]. The catalyst class is: 11. (3) Reactant: C([O:3][C:4](=[O:36])[C:5]([CH3:35])([O:7][C:8]1[CH:13]=[CH:12][C:11]([O:14][CH2:15][CH2:16][C:17]2[N:18]=[C:19]([C:23]3[CH:28]=[CH:27][C:26]([C:29]4[CH:30]=[N:31][CH:32]=[N:33][CH:34]=4)=[CH:25][CH:24]=3)[O:20][C:21]=2[CH3:22])=[CH:10][CH:9]=1)[CH3:6])C.[OH-].[Na+]. Product: [CH3:35][C:5]([O:7][C:8]1[CH:13]=[CH:12][C:11]([O:14][CH2:15][CH2:16][C:17]2[N:18]=[C:19]([C:23]3[CH:24]=[CH:25][C:26]([C:29]4[CH:30]=[N:31][CH:32]=[N:33][CH:34]=4)=[CH:27][CH:28]=3)[O:20][C:21]=2[CH3:22])=[CH:10][CH:9]=1)([CH3:6])[C:4]([OH:36])=[O:3]. The catalyst class is: 353. (4) Reactant: FC1C=CC(C#CCN2C=C([C:16]3[N:24](COCC[Si](C)(C)C)[C:23]4[C:22](=[O:33])[N:21]([CH2:34][CH2:35][CH3:36])[C:20]([N:37]5[CH2:41][CH2:40][CH2:39][CH2:38]5)=[N:19][C:18]=4[N:17]=3)C=N2)=CC=1.Cl. Product: [CH2:34]([N:21]1[C:22](=[O:33])[C:23]2[NH:24][CH:16]=[N:17][C:18]=2[N:19]=[C:20]1[N:37]1[CH2:41][CH2:40][CH2:39][CH2:38]1)[CH2:35][CH3:36]. The catalyst class is: 8. (5) Reactant: [CH3:1][C:2]1[CH:3]=[C:4]2[C:9](=[O:10])[O:8][C:6](=O)[C:5]2=[CH:11][CH:12]=1.[N:13]1[CH:18]=[CH:17][C:16]([CH3:19])=[CH:15][CH:14]=1. Product: [OH:10][C:9]1[C:4]2[C:5](=[CH:11][CH:12]=[C:2]([CH3:1])[CH:3]=2)[C:6](=[O:8])[C:19]=1[C:16]1[CH:17]=[CH:18][N:13]=[CH:14][CH:15]=1. The catalyst class is: 8. (6) Reactant: [CH3:1][C:2]1[C:7]([O:8][C:9]2[C:10]([NH:22][C:23]3[S:27][N:26]=[C:25]([C@H:28]4[CH2:32][O:31]C5(CCCCC5)[O:29]4)[N:24]=3)=[N:11][CH:12]=[C:13]([S:15][C:16]3[CH:21]=[CH:20][CH:19]=[CH:18][N:17]=3)[CH:14]=2)=[C:6]([CH3:38])[CH:5]=[CH:4][N:3]=1.[ClH:39].CCOCC. Product: [ClH:39].[CH3:1][C:2]1[C:7]([O:8][C:9]2[C:10]([NH:22][C:23]3[S:27][N:26]=[C:25]([C@H:28]([OH:29])[CH2:32][OH:31])[N:24]=3)=[N:11][CH:12]=[C:13]([S:15][C:16]3[CH:21]=[CH:20][CH:19]=[CH:18][N:17]=3)[CH:14]=2)=[C:6]([CH3:38])[CH:5]=[CH:4][N:3]=1. The catalyst class is: 8. (7) Reactant: [Br:1][C:2]1[C:11]2[O:10][C@@H:9]([CH2:12]OS(C3C=CC(C)=CC=3)(=O)=O)[CH2:8][N:7]([C:24]([O:26][C:27]([CH3:30])([CH3:29])[CH3:28])=[O:25])[C:6]=2[CH:5]=[CH:4][CH:3]=1.[N-:31]=[N+:32]=[N-:33].[Na+]. Product: [C:27]([O:26][C:24]([N:7]1[C:6]2[CH:5]=[CH:4][CH:3]=[C:2]([Br:1])[C:11]=2[O:10][C@@H:9]([CH2:12][N:31]=[N+:32]=[N-:33])[CH2:8]1)=[O:25])([CH3:30])([CH3:29])[CH3:28]. The catalyst class is: 9.